Predict which catalyst facilitates the given reaction. From a dataset of Catalyst prediction with 721,799 reactions and 888 catalyst types from USPTO. (1) Reactant: [CH2:1]([O:3][C:4]([CH:6]([P:22]([O:27][CH2:28]C)([O:24][CH2:25]C)=[O:23])[O:7][C@@H:8]1[CH2:12][C@H:11]([N:13]2[CH:21]=[C:19]([CH3:20])[C:17](=[O:18])[NH:16][C:14]2=[O:15])[CH2:10][CH2:9]1)=[O:5])C.ClCCl.CC(O)C.CCCCCC. Product: [CH3:1][O:3][C:4]([CH:6]([P:22]([O:27][CH3:28])([O:24][CH3:25])=[O:23])[O:7][C@@H:8]1[CH2:12][C@H:11]([N:13]2[CH:21]=[C:19]([CH3:20])[C:17](=[O:18])[NH:16][C:14]2=[O:15])[CH2:10][CH2:9]1)=[O:5]. The catalyst class is: 43. (2) Reactant: [F:1][C:2]([F:9])([F:8])[C:3](OCC)=O.[O-]CC.[Na+].[C:14]([C:17]1[CH:22]=[CH:21][C:20]([C@H:23]2[CH2:28][CH2:27][C@H:26]([CH2:29][C:30]([O:32][CH2:33][CH3:34])=[O:31])[CH2:25][CH2:24]2)=[CH:19][CH:18]=1)(=O)[CH3:15].O.[NH2:36][NH2:37]. Product: [F:1][C:2]([F:9])([F:8])[C:3]1[NH:37][N:36]=[C:14]([C:17]2[CH:22]=[CH:21][C:20]([C@H:23]3[CH2:28][CH2:27][C@H:26]([CH2:29][C:30]([O:32][CH2:33][CH3:34])=[O:31])[CH2:25][CH2:24]3)=[CH:19][CH:18]=2)[CH:15]=1. The catalyst class is: 282. (3) Reactant: C[O:2][CH:3]=[C:4]([C:6]1[S:10][C:9]([C:11]2[CH:16]=[CH:15][C:14]([C:17]([F:20])([F:19])[F:18])=[CH:13][CH:12]=2)=[N:8][C:7]=1[CH3:21])[CH3:5].Cl. Product: [CH3:21][C:7]1[N:8]=[C:9]([C:11]2[CH:16]=[CH:15][C:14]([C:17]([F:20])([F:19])[F:18])=[CH:13][CH:12]=2)[S:10][C:6]=1[CH:4]([CH3:5])[CH:3]=[O:2]. The catalyst class is: 56. (4) Reactant: [F:1][C:2]1[CH:3]=[C:4]([C:9]2[CH:10]=[C:11]3[C:16](=[CH:17][CH:18]=2)[CH:15]=[C:14]([OH:19])[CH:13]=[CH:12]3)[CH:5]=[CH:6][C:7]=1[F:8].[F:20][C:21]([F:34])([F:33])[S:22](O[S:22]([C:21]([F:34])([F:33])[F:20])(=[O:24])=[O:23])(=[O:24])=[O:23].O. Product: [F:20][C:21]([F:34])([F:33])[S:22]([O:19][C:14]1[CH:13]=[CH:12][C:11]2[C:16](=[CH:17][CH:18]=[C:9]([C:4]3[CH:5]=[CH:6][C:7]([F:8])=[C:2]([F:1])[CH:3]=3)[CH:10]=2)[CH:15]=1)(=[O:24])=[O:23]. The catalyst class is: 17.